This data is from Reaction yield outcomes from USPTO patents with 853,638 reactions. The task is: Predict the reaction yield, written as a fraction of the theoretical maximum amount of product (1.0 means a 100% yield; for example, 0.34 means a 34% yield). (1) The reactants are [CH3:1][O:2][C:3]([C:5]12[CH2:11][C:8](C(O)=O)([CH2:9][CH2:10]1)[CH2:7][CH2:6]2)=[O:4].C1(P([N:29]=[N+]=[N-])(C2C=CC=CC=2)=O)C=CC=CC=1.[C:32]([OH:36])([CH3:35])([CH3:34])[CH3:33].CC[O:39][CH2:40]C. The catalyst is C1(C)C=CC=CC=1. The product is [C:32]([O:36][C:40]([NH:29][C:8]12[CH2:11][C:5]([C:3]([O:2][CH3:1])=[O:4])([CH2:6][CH2:7]1)[CH2:10][CH2:9]2)=[O:39])([CH3:35])([CH3:34])[CH3:33]. The yield is 0.810. (2) The reactants are [OH-].[Na+].[CH2:3]([O:14][C:15]1[CH:16]=[C:17]([CH:22]=[CH:23][CH:24]=1)[C:18]([O:20]C)=[O:19])[CH2:4][CH2:5]/[CH:6]=[CH:7]\[CH2:8][CH2:9][CH2:10][CH2:11][CH2:12][CH3:13]. The catalyst is CO. The product is [CH2:3]([O:14][C:15]1[CH:16]=[C:17]([CH:22]=[CH:23][CH:24]=1)[C:18]([OH:20])=[O:19])[CH2:4][CH2:5]/[CH:6]=[CH:7]\[CH2:8][CH2:9][CH2:10][CH2:11][CH2:12][CH3:13]. The yield is 0.960. (3) The reactants are FC(F)(F)C(O)=O.Br[C:9]1[CH:10]=[C:11]([C:15]2[C:19]([C:20]3[N:21]=[C:22]([CH:25]4[CH2:30][CH2:29][N:28]([C:31](=[O:38])[CH2:32][C:33]5[S:34][CH:35]=[CH:36][CH:37]=5)[CH2:27][CH2:26]4)[S:23][CH:24]=3)=[C:18]([CH3:39])[O:17][N:16]=2)[CH:12]=[CH:13][CH:14]=1.[CH2:40]([N:43]1[CH:48]=[CH:47][S:46](=[O:50])(=[O:49])[CH:45]=[CH:44]1)[C:41]#[CH:42].C(NCC)C.CN(C=O)C. The catalyst is C(OCC)(=O)C.[Cu](I)I.C(OCC)C. The product is [O:50]=[S:46]1(=[O:49])[CH2:47][CH2:48][N:43]([CH2:40][C:41]#[C:42][C:9]2[CH:10]=[C:11]([C:15]3[C:19]([C:20]4[N:21]=[C:22]([CH:25]5[CH2:30][CH2:29][N:28]([C:31](=[O:38])[CH2:32][C:33]6[S:34][CH:35]=[CH:36][CH:37]=6)[CH2:27][CH2:26]5)[S:23][CH:24]=4)=[C:18]([CH3:39])[O:17][N:16]=3)[CH:12]=[CH:13][CH:14]=2)[CH2:44][CH2:45]1. The yield is 0.200.